From a dataset of Forward reaction prediction with 1.9M reactions from USPTO patents (1976-2016). Predict the product of the given reaction. (1) The product is: [C:17]([O:23][CH2:24][N:25]1[CH:29]=[CH:28][C:27]([N:12]2[CH2:13][CH2:14][O:15][C@H:10]([C@@H:2]([OH:1])[C:3]([O:5][C:6]([CH3:9])([CH3:7])[CH3:8])=[O:4])[C:11]2=[O:16])=[N:26]1)(=[O:22])[C:18]([CH3:21])([CH3:20])[CH3:19]. Given the reactants [OH:1][C@H:2]([C@H:10]1[O:15][CH2:14][CH2:13][NH:12][C:11]1=[O:16])[C:3]([O:5][C:6]([CH3:9])([CH3:8])[CH3:7])=[O:4].[C:17]([O:23][CH2:24][N:25]1[CH:29]=[CH:28][C:27](I)=[N:26]1)(=[O:22])[C:18]([CH3:21])([CH3:20])[CH3:19].[O-]P([O-])([O-])=O.[K+].[K+].[K+].CN(C)[C@@H]1CCCC[C@H]1N, predict the reaction product. (2) Given the reactants [Cl:1][C:2]1[N:6]([CH:7]([CH3:9])[CH3:8])[N:5]=[CH:4][C:3]=1[N+:10]([O-])=O.[Cl-].[NH4+], predict the reaction product. The product is: [Cl:1][C:2]1[N:6]([CH:7]([CH3:9])[CH3:8])[N:5]=[CH:4][C:3]=1[NH2:10]. (3) Given the reactants [F:1][C:2]1[CH:7]=[CH:6][C:5]([NH:8][C:9]([C:11]2[C:15]([NH:16][CH:17]3[CH2:22][CH2:21][CH2:20][CH2:19][CH2:18]3)=[CH:14][NH:13][N:12]=2)=[O:10])=[CH:4][CH:3]=1.[C:23]1(=O)CCCCC1.C=O, predict the reaction product. The product is: [F:1][C:2]1[CH:3]=[CH:4][C:5]([NH:8][C:9]([C:11]2[C:15]([N:16]([CH:17]3[CH2:18][CH2:19][CH2:20][CH2:21][CH2:22]3)[CH3:23])=[CH:14][NH:13][N:12]=2)=[O:10])=[CH:6][CH:7]=1. (4) Given the reactants [F:1][CH:2]([F:7])[S:3](Cl)(=[O:5])=[O:4].[Zn:8], predict the reaction product. The product is: [Zn:8]([S:3]([CH:2]([F:7])[F:1])(=[O:5])=[O:4])[S:3]([CH:2]([F:7])[F:1])(=[O:5])=[O:4]. (5) Given the reactants C(OC(=O)[NH:7][CH:8]1[CH2:12][CH2:11][N:10]([C:13]2[C:14]3[S:21][CH:20]=[CH:19][C:15]=3[N:16]=[CH:17][N:18]=2)[CH2:9]1)(C)(C)C.[ClH:23].CCOCC, predict the reaction product. The product is: [ClH:23].[N:16]1[C:15]2[CH:19]=[CH:20][S:21][C:14]=2[C:13]([N:10]2[CH2:11][CH2:12][CH:8]([NH2:7])[CH2:9]2)=[N:18][CH:17]=1. (6) Given the reactants CN(C)C=O.[H-].[Na+].[Cl:8][C:9]1[CH:14]=[C:13]([O:15][C:16]2[C:25]3[C:20](=[CH:21][C:22]([O:28][CH3:29])=[C:23]([O:26][CH3:27])[CH:24]=3)[N:19]=[CH:18][N:17]=2)[CH:12]=[CH:11][C:10]=1[NH:30][C:31](=[O:42])[O:32][CH2:33][C:34]1[CH:39]=[CH:38][CH:37]=[CH:36][C:35]=1[O:40][CH3:41].[CH2:43](I)[CH3:44], predict the reaction product. The product is: [Cl:8][C:9]1[CH:14]=[C:13]([O:15][C:16]2[C:25]3[C:20](=[CH:21][C:22]([O:28][CH3:29])=[C:23]([O:26][CH3:27])[CH:24]=3)[N:19]=[CH:18][N:17]=2)[CH:12]=[CH:11][C:10]=1[N:30]([CH2:43][CH3:44])[C:31](=[O:42])[O:32][CH2:33][C:34]1[CH:39]=[CH:38][CH:37]=[CH:36][C:35]=1[O:40][CH3:41]. (7) Given the reactants [Cl:1][C:2]1[CH:3]=[C:4]2[C:12](=[CH:13][C:14]=1[Cl:15])[NH:11][C:10]1[C:9]([CH3:17])([CH3:16])[C:8]3[CH:18]=[C:19]([OH:22])[CH:20]=[CH:21][C:7]=3[C:6](=[O:23])[C:5]2=1.[Si:24]([O:31][CH2:32][C@H:33]1[O:37][C:36]([CH3:39])([CH3:38])[O:35][C@@H:34]1O)([C:27](C)(C)C)([CH3:26])C.[C:41]1(P(C2C=CC=CC=2)C2C=CC=CC=2)C=CC=CC=1.[C:60]1([CH3:66])[CH:65]=CC=C[CH:61]=1.CCOC(/N=N/C(OCC)=O)=O, predict the reaction product. The product is: [C:60]([C@@H:32]([O:31][SiH:24]([CH3:26])[CH3:27])[C@@H:33]1[O:37][C:36]([CH3:38])([CH3:39])[O:35][CH:34]1[CH2:41][O:22][C:19]1[CH:20]=[CH:21][C:7]2[C:6](=[O:23])[C:5]3[C:4]4[C:12](=[CH:13][C:14]([Cl:15])=[C:2]([Cl:1])[CH:3]=4)[NH:11][C:10]=3[C:9]([CH3:17])([CH3:16])[C:8]=2[CH:18]=1)([CH3:66])([CH3:65])[CH3:61].